This data is from Full USPTO retrosynthesis dataset with 1.9M reactions from patents (1976-2016). The task is: Predict the reactants needed to synthesize the given product. (1) Given the product [CH2:1]([C:3]1[CH:8]=[CH:7][C:6]([C:9]([F:10])([F:11])[F:12])=[CH:5][C:4]=1[C:13]1[C:14]([C:18]#[N:19])=[CH:15][N:16]([C:21]2[C:22]3[CH:29]=[CH:28][NH:27][C:23]=3[N:24]=[CH:25][N:26]=2)[CH:17]=1)[CH3:2], predict the reactants needed to synthesize it. The reactants are: [CH2:1]([C:3]1[CH:8]=[CH:7][C:6]([C:9]([F:12])([F:11])[F:10])=[CH:5][C:4]=1[C:13]1[C:14]([C:18]#[N:19])=[CH:15][NH:16][CH:17]=1)[CH3:2].Cl[C:21]1[C:22]2[CH2:29][CH2:28][N:27](CC3C=CC(OC)=CC=3)[C:23]=2[N:24]=[CH:25][N:26]=1. (2) Given the product [CH2:12]([C:11]1[N:21]([C:20]2[CH:22]=[CH:23][CH:24]=[CH:25][C:19]=2[O:18][CH2:16][CH3:17])[C:8](=[O:10])[C:7]2[CH:2]=[N:3][CH:4]=[CH:5][C:6]=2[N:28]=1)[CH3:13], predict the reactants needed to synthesize it. The reactants are: N[C:2]1[C:7]([C:8]([OH:10])=O)=[CH:6][CH:5]=[CH:4][N:3]=1.[C:11](Cl)(=O)[CH2:12][CH3:13].[CH2:16]([O:18][C:19]1[CH:25]=[CH:24][CH:23]=[CH:22][C:20]=1[NH2:21])[CH3:17].C([N:28](CC)CC)C. (3) The reactants are: [Cl:1][C:2]1[CH:3]=[C:4]([C:9]2[N:13]([C:14]3[CH:15]=[N:16][CH:17]=[CH:18][CH:19]=3)[N:12]=[C:11]([C:20]([N:22]3[CH2:26][CH2:25][S:24][CH2:23]3)=[O:21])[CH:10]=2)[CH:5]=[C:6]([F:8])[CH:7]=1.ClC1C=CC=C(C(OO)=[O:35])C=1. Given the product [Cl:1][C:2]1[CH:3]=[C:4]([C:9]2[N:13]([C:14]3[CH:15]=[N:16][CH:17]=[CH:18][CH:19]=3)[N:12]=[C:11]([C:20]([N:22]3[CH2:26][CH2:25][S:24](=[O:35])[CH2:23]3)=[O:21])[CH:10]=2)[CH:5]=[C:6]([F:8])[CH:7]=1, predict the reactants needed to synthesize it. (4) Given the product [Cl:12][C:8]1[N:7]=[C:6]([C:13]2[CH:18]=[CH:17][C:16]([O:19][CH3:20])=[CH:15][CH:14]=2)[CH:5]=[C:4]2[C:9]=1[CH:10]=[CH:11][C:2](=[O:22])[NH:3]2, predict the reactants needed to synthesize it. The reactants are: Cl[C:2]1[CH:11]=[CH:10][C:9]2[C:4](=[CH:5][C:6]([C:13]3[CH:18]=[CH:17][C:16]([O:19][CH3:20])=[CH:15][CH:14]=3)=[N:7][C:8]=2[Cl:12])[N:3]=1.C(=O)(O)[O-:22].[Na+].